Predict the product of the given reaction. From a dataset of Forward reaction prediction with 1.9M reactions from USPTO patents (1976-2016). (1) Given the reactants [ClH:1].Cl.C([O:5][C:6]([C:8]1([CH2:20][O:21][C:22]2[CH:31]=[C:30]3[C:25]([CH2:26][CH2:27][N:28]([C:32](=[NH:34])[NH2:33])[CH2:29]3)=[CH:24][CH:23]=2)[CH2:13][CH2:12][N:11]([C:14]2[CH:19]=[CH:18][N:17]=[CH:16][CH:15]=2)[CH2:10][CH2:9]1)=[O:7])C, predict the reaction product. The product is: [ClH:1].[ClH:1].[C:32]([N:28]1[CH2:27][CH2:26][C:25]2[C:30](=[CH:31][C:22]([O:21][CH2:20][C:8]3([C:6]([OH:7])=[O:5])[CH2:9][CH2:10][N:11]([C:14]4[CH:15]=[CH:16][N:17]=[CH:18][CH:19]=4)[CH2:12][CH2:13]3)=[CH:23][CH:24]=2)[CH2:29]1)(=[NH:33])[NH2:34]. (2) Given the reactants I[C:2]1[C:6]([CH2:7][N:8]([CH3:19])[CH2:9][CH2:10][NH:11][C:12](=[O:18])[O:13][C:14]([CH3:17])([CH3:16])[CH3:15])=[CH:5][N:4]([CH:20]2[CH2:25][CH2:24][CH2:23][CH2:22][O:21]2)N=1.[CH3:26][C:27]1[CH:28]=[C:29](B(O)O)[CH:30]=[C:31]([CH3:37])[C:32]=1[O:33][CH:34]([CH3:36])[CH3:35].[O-]P([O-])([O-])=O.[K+].[K+].[K+].[CH3:49]OCCOC, predict the reaction product. The product is: [CH3:26][C:27]1[CH:28]=[C:29]([C:2]2[C:6]([CH2:7][N:8]([CH3:19])[CH2:9][CH2:10][NH:11][C:12](=[O:18])[O:13][C:14]([CH3:17])([CH3:16])[CH3:15])=[CH:5][N:4]([CH:20]3[CH2:25][CH2:24][CH2:23][CH2:22][O:21]3)[CH:49]=2)[CH:30]=[C:31]([CH3:37])[C:32]=1[O:33][CH:34]([CH3:36])[CH3:35]. (3) Given the reactants [CH3:1][N:2]([CH3:21])[C:3]([N:5]1[CH2:9][CH:8]2[CH2:10][C:11]([CH:16]3[CH2:20][CH2:19][CH2:18][CH2:17]3)([N:13]=C=O)[CH2:12][CH:7]2[CH2:6]1)=[O:4].N, predict the reaction product. The product is: [CH3:1][N:2]([CH3:21])[C:3]([N:5]1[CH2:9][CH:8]2[CH2:10][C:11]([NH2:13])([CH:16]3[CH2:17][CH2:18][CH2:19][CH2:20]3)[CH2:12][CH:7]2[CH2:6]1)=[O:4]. (4) Given the reactants [F:1][C@H:2]1[CH2:19][C@@:17]2([CH3:18])[C@@H:13]([CH2:14][CH2:15][C:16]2=[O:20])[C@H:12]2[C@H:3]1[C:4]1[CH:5]=[CH:6][C:7]([OH:39])=[CH:8][C:9]=1[CH2:10][C@H:11]2[CH2:21][CH2:22][CH2:23][CH2:24][N:25]([CH2:34][CH2:35][CH2:36][CH2:37][CH3:38])[C:26](=[O:33])[C:27]1[CH:32]=[CH:31][CH:30]=[CH:29][CH:28]=1.[BH4-].[Na+], predict the reaction product. The product is: [F:1][C@H:2]1[CH2:19][C@@:17]2([CH3:18])[C@@H:13]([CH2:14][CH2:15][CH:16]2[OH:20])[C@H:12]2[C@H:3]1[C:4]1[CH:5]=[CH:6][C:7]([OH:39])=[CH:8][C:9]=1[CH2:10][C@H:11]2[CH2:21][CH2:22][CH2:23][CH2:24][N:25]([CH2:34][CH2:35][CH2:36][CH2:37][CH3:38])[C:26](=[O:33])[C:27]1[CH:28]=[CH:29][CH:30]=[CH:31][CH:32]=1. (5) Given the reactants [F:1][C:2]([F:12])([F:11])[O:3][C:4]1[CH:10]=[CH:9][C:7]([NH2:8])=[CH:6][CH:5]=1.[S-:13][C:14]#[N:15].[NH4+], predict the reaction product. The product is: [NH2:15][C:14]1[S:13][C:9]2[CH:10]=[C:4]([O:3][C:2]([F:11])([F:12])[F:1])[CH:5]=[CH:6][C:7]=2[N:8]=1. (6) Given the reactants [Cl:1][C:2]1[CH:7]=[CH:6][C:5]([S:8]([N:11]2[C:20]3[C:15](=[CH:16][CH:17]=[CH:18][CH:19]=3)[CH2:14][CH2:13][CH2:12]2)(=[O:10])=[O:9])=[CH:4][C:3]=1[N:21]1[C:26](=[O:27])[C:25]2=[C:28]([C:31](O)=[O:32])[S:29][CH:30]=[C:24]2[NH:23][C:22]1=[O:34].Cl.[CH2:36]([N:38]=C=NCCCN(C)C)C.ON1C2C=CC=CC=2N=N1.C(N(C(C)C)CC)(C)C.CN, predict the reaction product. The product is: [Cl:1][C:2]1[CH:7]=[CH:6][C:5]([S:8]([N:11]2[C:20]3[C:15](=[CH:16][CH:17]=[CH:18][CH:19]=3)[CH2:14][CH2:13][CH2:12]2)(=[O:9])=[O:10])=[CH:4][C:3]=1[N:21]1[C:26](=[O:27])[C:25]2=[C:28]([C:31]([NH:38][CH3:36])=[O:32])[S:29][CH:30]=[C:24]2[NH:23][C:22]1=[O:34]. (7) The product is: [ClH:27].[NH:8]1[CH2:9][CH:10]([S:12]([C:15]2[CH:16]=[CH:17][C:18]([C:21]3[C:26]([Cl:27])=[CH:25][C:24]([NH:28][C:29]4[N:33]=[C:32]([NH2:34])[NH:31][N:30]=4)=[CH:23][C:22]=3[C:35]([F:36])([F:38])[F:37])=[CH:19][CH:20]=2)(=[O:13])=[O:14])[CH2:11]1. Given the reactants C(OC([N:8]1[CH2:11][CH:10]([S:12]([C:15]2[CH:20]=[CH:19][C:18]([C:21]3[C:26]([Cl:27])=[CH:25][C:24]([NH:28][C:29]4[N:33]=[C:32]([NH2:34])[NH:31][N:30]=4)=[CH:23][C:22]=3[C:35]([F:38])([F:37])[F:36])=[CH:17][CH:16]=2)(=[O:14])=[O:13])[CH2:9]1)=O)(C)(C)C.Cl, predict the reaction product. (8) Given the reactants CS(O[CH:6]1[CH2:10][O:9][CH:8]2[CH:11]([N:14]3[C:22](=[O:23])[C:21]4[C:16](=[CH:17][CH:18]=[CH:19][CH:20]=4)[C:15]3=[O:24])[CH2:12][O:13][CH:7]12)(=O)=O.[N:25]([Na])=[N+:26]=[N-:27], predict the reaction product. The product is: [N:25]([CH:6]1[CH:7]2[O:13][CH2:12][CH:11]([N:14]3[C:22](=[O:23])[C:21]4[C:16](=[CH:17][CH:18]=[CH:19][CH:20]=4)[C:15]3=[O:24])[CH:8]2[O:9][CH2:10]1)=[N+:26]=[N-:27]. (9) Given the reactants CI.[Cl:3][C:4]1[CH:9]=[C:8]([O:10][C:11]2[CH:12]=[C:13]([CH:17]=[CH:18][C:19]=2[CH3:20])[C:14]([OH:16])=[O:15])[CH:7]=[CH:6][N:5]=1.[C:21](=O)([O-])[O-].[K+].[K+], predict the reaction product. The product is: [Cl:3][C:4]1[CH:9]=[C:8]([O:10][C:11]2[CH:12]=[C:13]([CH:17]=[CH:18][C:19]=2[CH3:20])[C:14]([O:16][CH3:21])=[O:15])[CH:7]=[CH:6][N:5]=1.